This data is from Serine/threonine kinase 33 screen with 319,792 compounds. The task is: Binary Classification. Given a drug SMILES string, predict its activity (active/inactive) in a high-throughput screening assay against a specified biological target. (1) The compound is O=C(N1CCN(CC1)c1c(OC)cccc1)c1c(nn(c1)Cc1ccccc1)c1cccnc1. The result is 0 (inactive). (2) The drug is Clc1ccc(N\C=C\c2snc(SC)c2C#N)cc1. The result is 0 (inactive). (3) The result is 0 (inactive). The drug is s1c2c(nc1NC(=O)COc1ccc(OC)cc1)ccc(NC(=O)C)c2. (4) The drug is O(CC(=O)c1c(n(c(c1)C)c1noc(c1)C)C)c1cc(ccc1)C(=O)C. The result is 0 (inactive). (5) The drug is o1nc(NC(=O)c2c3n(nc2)cccn3)cc1C. The result is 0 (inactive). (6) The compound is O=C(NCCC(C)C)CCC(=O)NNc1n2nc(nc2c2c(n1)cccc2)c1ccccc1. The result is 0 (inactive). (7) The drug is S(=O)(=O)(NC(C(=O)N1CCN(CC1)C(=O)C)CCSC)c1ccc(cc1)C. The result is 0 (inactive).